This data is from Peptide-MHC class II binding affinity with 134,281 pairs from IEDB. The task is: Regression. Given a peptide amino acid sequence and an MHC pseudo amino acid sequence, predict their binding affinity value. This is MHC class II binding data. The peptide sequence is EKCYFAATQFEPLAA. The MHC is DRB1_0101 with pseudo-sequence DRB1_0101. The binding affinity (normalized) is 0.648.